This data is from Forward reaction prediction with 1.9M reactions from USPTO patents (1976-2016). The task is: Predict the product of the given reaction. (1) Given the reactants [C:1]([Si:5]([CH3:8])([CH3:7])Cl)([CH3:4])([CH3:3])[CH3:2].[OH:9][C:10]1[CH:11]=[CH:12][C:13]2[C:17](=[O:18])[CH2:16][O:15][C:14]=2[CH:19]=1.N1C=CN=C1.CCCCCC, predict the reaction product. The product is: [Si:5]([O:9][C:10]1[CH:11]=[CH:12][C:13]2[C:17](=[O:18])[CH2:16][O:15][C:14]=2[CH:19]=1)([C:1]([CH3:4])([CH3:3])[CH3:2])([CH3:8])[CH3:7]. (2) Given the reactants [Cl:1][CH2:2][C:3]([NH:5][NH:6][C:7](=[O:12])[C:8]([CH3:11])([CH3:10])[CH3:9])=O.C(=O)(O)[O-].[Na+], predict the reaction product. The product is: [C:8]([C:7]1[O:12][C:3]([CH2:2][Cl:1])=[N:5][N:6]=1)([CH3:9])([CH3:10])[CH3:11]. (3) Given the reactants [NH2:1][CH2:2][C:3]1[C:4]([F:23])=[C:5]([O:10][C:11]2[CH:12]=[C:13]([CH:16]=[C:17]([C:19]([F:22])([F:21])[F:20])[CH:18]=2)[C:14]#[N:15])[C:6]([Cl:9])=[CH:7][CH:8]=1.[Cl:24][C:25]1[N:26]=[C:27]([CH2:33][CH3:34])[NH:28][C:29]=1[C:30](O)=[O:31].CN(C(ON1N=NC2C=CC=NC1=2)=[N+](C)C)C.F[P-](F)(F)(F)(F)F.C(N(C(C)C)CC)(C)C, predict the reaction product. The product is: [Cl:24][C:25]1[N:26]=[C:27]([CH2:33][CH3:34])[NH:28][C:29]=1[C:30]([NH:1][CH2:2][C:3]1[CH:8]=[CH:7][C:6]([Cl:9])=[C:5]([O:10][C:11]2[CH:18]=[C:17]([C:19]([F:22])([F:20])[F:21])[CH:16]=[C:13]([C:14]#[N:15])[CH:12]=2)[C:4]=1[F:23])=[O:31]. (4) The product is: [C:15]1([S:21]([N:1]2[C:9]3[CH:8]=[CH:7][N:6]=[CH:5][C:4]=3[CH:3]=[CH:2]2)(=[O:23])=[O:22])[CH:20]=[CH:19][CH:18]=[CH:17][CH:16]=1. Given the reactants [NH:1]1[C:9]2[CH:8]=[CH:7][N:6]=[CH:5][C:4]=2[CH:3]=[CH:2]1.C1COCC1.[C:15]1([S:21](Cl)(=[O:23])=[O:22])[CH:20]=[CH:19][CH:18]=[CH:17][CH:16]=1, predict the reaction product. (5) Given the reactants [CH:1]1([NH2:8])[CH2:6][CH2:5][CH2:4][CH2:3][CH:2]1[NH2:7].Cl[C:10]1[CH:15]=[C:14]([C:16]2[CH:21]=[CH:20][CH:19]=[C:18]([CH3:22])[C:17]=2[CH3:23])[N:13]=[C:12]([NH2:24])[N:11]=1, predict the reaction product. The product is: [NH2:7][CH:2]1[CH2:3][CH2:4][CH2:5][CH2:6][CH:1]1[NH:8][C:10]1[CH:15]=[C:14]([C:16]2[CH:21]=[CH:20][CH:19]=[C:18]([CH3:22])[C:17]=2[CH3:23])[N:13]=[C:12]([NH2:24])[N:11]=1.